This data is from Full USPTO retrosynthesis dataset with 1.9M reactions from patents (1976-2016). The task is: Predict the reactants needed to synthesize the given product. (1) Given the product [Br:1][CH2:2][CH2:3][CH2:4][CH2:5][CH2:6][C@@H:7]1[CH2:24][C:23]2[CH:22]=[C:21]([OH:25])[CH:20]=[CH:19][C:18]=2[C@@H:17]2[C@@H:8]1[C@H:9]1[C@@:13]([CH2:15][C@@H:16]2[F:26])([CH3:14])[C@@H:12]([OH:27])[CH2:11][CH2:10]1, predict the reactants needed to synthesize it. The reactants are: [Br:1][CH2:2][CH2:3][CH2:4][CH2:5][CH2:6][C@@H:7]1[CH2:24][C:23]2[CH:22]=[C:21]([OH:25])[CH:20]=[CH:19][C:18]=2[C@@H:17]2[C@@H:8]1[C@H:9]1[C@@:13]([CH2:15][C@@H:16]2[F:26])([CH3:14])[C:12](=[O:27])[CH2:11][CH2:10]1.C(O)C.O.[BH4-].[Na+]. (2) Given the product [CH3:14][CH:2]([CH:3]([OH:13])[CH2:4][CH2:5][C:6]1[CH:11]=[CH:10][C:9]([CH3:12])=[CH:8][CH:7]=1)[CH3:1], predict the reactants needed to synthesize it. The reactants are: [CH3:1][CH:2]([CH3:14])[CH:3]([OH:13])/[CH:4]=[CH:5]/[C:6]1[CH:11]=[CH:10][C:9]([CH3:12])=[CH:8][CH:7]=1. (3) Given the product [CH:24]1([O:9][C:6]2[CH:5]=[CH:4][C:3]([C:2]([F:10])([F:11])[F:1])=[CH:8][CH:7]=2)[CH2:23][CH2:22][CH2:21][CH:20]=[CH:19]1, predict the reactants needed to synthesize it. The reactants are: [F:1][C:2]([F:11])([F:10])[C:3]1[CH:8]=[CH:7][C:6]([OH:9])=[CH:5][CH:4]=1.C(=O)([O-])[O-].[K+].[K+].Br[CH:19]1[CH2:24][CH2:23][CH2:22][CH:21]=[CH:20]1. (4) Given the product [CH2:1]([N:8]([S:25]([C:28]1[CH:29]=[CH:30][C:31]([O:34][CH3:35])=[CH:32][CH:33]=1)(=[O:27])=[O:26])[C:9]1[C:14]([C:15]([OH:17])=[O:16])=[CH:13][N:12]=[C:11]2[N:20]([CH3:24])[N:21]=[C:22]([CH3:23])[C:10]=12)[C:2]1[CH:3]=[CH:4][CH:5]=[CH:6][CH:7]=1, predict the reactants needed to synthesize it. The reactants are: [CH2:1]([N:8]([S:25]([C:28]1[CH:33]=[CH:32][C:31]([O:34][CH3:35])=[CH:30][CH:29]=1)(=[O:27])=[O:26])[C:9]1[C:14]([C:15]([O:17]CC)=[O:16])=[CH:13][N:12]=[C:11]2[N:20]([CH3:24])[N:21]=[C:22]([CH3:23])[C:10]=12)[C:2]1[CH:7]=[CH:6][CH:5]=[CH:4][CH:3]=1.[OH-].[Na+]. (5) Given the product [C:1]([CH:9]1[CH2:10][CH2:11][N:12]([CH2:15][C:16]([N:22]([CH2:21][CH:20]([F:35])[F:19])[CH2:23][C:24]2[NH:25][C:26](=[O:34])[C:27]3[CH2:33][O:32][CH2:31][CH2:30][C:28]=3[N:29]=2)=[O:18])[CH2:13][CH2:14]1)(=[O:8])[C:2]1[CH:3]=[CH:4][CH:5]=[CH:6][CH:7]=1, predict the reactants needed to synthesize it. The reactants are: [C:1]([CH:9]1[CH2:14][CH2:13][N:12]([CH2:15][C:16]([OH:18])=O)[CH2:11][CH2:10]1)(=[O:8])[C:2]1[CH:7]=[CH:6][CH:5]=[CH:4][CH:3]=1.[F:19][CH:20]([F:35])[CH2:21][NH:22][CH2:23][C:24]1[NH:25][C:26](=[O:34])[C:27]2[CH2:33][O:32][CH2:31][CH2:30][C:28]=2[N:29]=1.CC#N.O. (6) The reactants are: [N:1]1([C:7]2[CH:12]=[CH:11][C:10]([NH:13][C:14]([C:16]3[CH:25]=[C:24]([N:26]([CH3:28])[CH3:27])[C:23]4[C:18](=[C:19](Br)[CH:20]=[C:21]([O:29][CH3:30])[CH:22]=4)[N:17]=3)=[O:15])=[CH:9][CH:8]=2)[CH2:6][CH2:5][O:4][CH2:3][CH2:2]1.[CH3:32][N:33]1[CH2:38][CH2:37][NH:36][CH2:35][CH2:34]1.C1C=CC(P(C2C(C3C(P(C4C=CC=CC=4)C4C=CC=CC=4)=CC=C4C=3C=CC=C4)=C3C(C=CC=C3)=CC=2)C2C=CC=CC=2)=CC=1.C(=O)([O-])[O-].[Cs+].[Cs+]. Given the product [N:1]1([C:7]2[CH:12]=[CH:11][C:10]([NH:13][C:14]([C:16]3[CH:25]=[C:24]([N:26]([CH3:28])[CH3:27])[C:23]4[C:18](=[C:19]([N:36]5[CH2:37][CH2:38][N:33]([CH3:32])[CH2:34][CH2:35]5)[CH:20]=[C:21]([O:29][CH3:30])[CH:22]=4)[N:17]=3)=[O:15])=[CH:9][CH:8]=2)[CH2:6][CH2:5][O:4][CH2:3][CH2:2]1, predict the reactants needed to synthesize it. (7) Given the product [F:15][C:16]1[CH:21]=[CH:20][C:19]([C:2]2[O:6][C:5]([P:7]([O:12][CH2:13][CH3:14])(=[O:11])[O:8][CH2:9][CH3:10])=[CH:4][CH:3]=2)=[CH:18][CH:17]=1, predict the reactants needed to synthesize it. The reactants are: I[C:2]1[O:6][C:5]([P:7]([O:12][CH2:13][CH3:14])(=[O:11])[O:8][CH2:9][CH3:10])=[CH:4][CH:3]=1.[F:15][C:16]1[CH:21]=[CH:20][C:19](B(O)O)=[CH:18][CH:17]=1.C(N(C(C)C)CC)(C)C.